Dataset: Reaction yield outcomes from USPTO patents with 853,638 reactions. Task: Predict the reaction yield, written as a fraction of the theoretical maximum amount of product (1.0 means a 100% yield; for example, 0.34 means a 34% yield). (1) The reactants are [NH:1]1[CH2:6][CH2:5][CH2:4][CH:3]([NH:7][C:8]([NH:10][C:11]2[N:12]=[C:13]3[CH:19]=[CH:18][N:17]([CH2:20][O:21][CH2:22][CH2:23][Si:24]([CH3:27])([CH3:26])[CH3:25])[C:14]3=[N:15][CH:16]=2)=[O:9])[CH2:2]1.N1C=CC=CC=1.[C:34](Cl)(=[O:37])[CH2:35][CH3:36]. The product is [C:34]([N:1]1[CH2:6][CH2:5][CH2:4][CH:3]([NH:7][C:8]([NH:10][C:11]2[N:12]=[C:13]3[CH:19]=[CH:18][N:17]([CH2:20][O:21][CH2:22][CH2:23][Si:24]([CH3:27])([CH3:26])[CH3:25])[C:14]3=[N:15][CH:16]=2)=[O:9])[CH2:2]1)(=[O:37])[CH2:35][CH3:36]. The catalyst is C(Cl)Cl. The yield is 0.760. (2) The reactants are [CH3:1][C@H:2]1[CH2:7][NH:6][CH2:5][C@@H:4]([CH3:8])[NH:3]1.Cl[C:10]1[N:11]=[CH:12][C:13]([C:16]([NH:18][C:19]2[NH:20][N:21]=[C:22]([CH2:24][CH2:25][C:26]3[CH:31]=[C:30]([O:32][CH3:33])[CH:29]=[C:28]([O:34][CH3:35])[CH:27]=3)[CH:23]=2)=[O:17])=[N:14][CH:15]=1. The catalyst is CS(C)=O. The product is [CH3:33][O:32][C:30]1[CH:31]=[C:26]([CH2:25][CH2:24][C:22]2[CH:23]=[C:19]([NH:18][C:16]([C:13]3[CH:12]=[N:11][C:10]([N:6]4[CH2:5][C@H:4]([CH3:8])[NH:3][C@H:2]([CH3:1])[CH2:7]4)=[CH:15][N:14]=3)=[O:17])[NH:20][N:21]=2)[CH:27]=[C:28]([O:34][CH3:35])[CH:29]=1. The yield is 0.350. (3) The reactants are [F:1][C:2]([F:15])([F:14])[S:3]([O:6]S(C(F)(F)F)(=O)=O)(=[O:5])=[O:4].[Cl:16][C:17]1[CH:18]=[CH:19][C:20]2[C:21]3[N:39]=[C:38]4[C:33]([CH:34]=[CH:35][CH:36]=[CH:37]4)=[C:23]4[CH:24]=[C:25](O)[CH:26]=[C:27]([N:28]([CH3:31])[C:29]=2[CH:30]=1)[C:22]=34. The catalyst is C(Cl)Cl. The product is [Cl:16][C:17]1[CH:18]=[CH:19][C:20]2[C:21]3[N:39]=[C:38]4[C:33]([CH:34]=[CH:35][CH:36]=[CH:37]4)=[C:23]4[CH:24]=[C:25]([O:6][S:3]([C:2]([F:15])([F:14])[F:1])(=[O:5])=[O:4])[CH:26]=[C:27]([N:28]([CH3:31])[C:29]=2[CH:30]=1)[C:22]=34. The yield is 0.810. (4) The reactants are [C:1]([O:7][CH2:8][CH:9]=[CH2:10])(=[O:6])[CH2:2][C:3]([CH3:5])=O.[Cl:11][C:12]1[CH:19]=[CH:18][CH:17]=[CH:16][C:13]=1[CH:14]=O.[NH4+:20].[OH-:21]. The catalyst is CCO. The product is [Cl:11][C:12]1[CH:19]=[CH:18][CH:17]=[CH:16][C:13]=1[CH:14]1[C:2]([C:1]([O:7][CH2:8][CH:9]=[CH2:10])=[O:6])=[C:3]([CH3:5])[NH:20][C:3]([CH3:5])=[C:2]1[C:1]([O:7][CH2:8][CH:9]=[CH2:10])=[O:21]. The yield is 0.200.